Dataset: Cav3 T-type calcium channel HTS with 100,875 compounds. Task: Binary Classification. Given a drug SMILES string, predict its activity (active/inactive) in a high-throughput screening assay against a specified biological target. The molecule is s1c2ncnc(n3c4c(nc3)cccc4)c2c(c1C)C. The result is 0 (inactive).